Dataset: Catalyst prediction with 721,799 reactions and 888 catalyst types from USPTO. Task: Predict which catalyst facilitates the given reaction. (1) Product: [CH3:6][C:7]1[N:12]2[N:13]=[N:14][N:15]=[C:11]2[C:10]2[N:16]=[C:17]([CH2:24][CH2:25][CH3:26])[N:18]([CH2:19][C:20]([NH:22][S:2]([CH3:1])(=[O:4])=[O:3])([CH3:23])[CH3:21])[C:9]=2[C:8]=1[CH3:27]. The catalyst class is: 4. Reactant: [CH3:1][S:2](Cl)(=[O:4])=[O:3].[CH3:6][C:7]1[N:12]2[N:13]=[N:14][N:15]=[C:11]2[C:10]2[N:16]=[C:17]([CH2:24][CH2:25][CH3:26])[N:18]([CH2:19][C:20]([CH3:23])([NH2:22])[CH3:21])[C:9]=2[C:8]=1[CH3:27].C(N(CC)CC)C. (2) Reactant: [Cl:1][C:2]1[CH:10]=[C:9]2[C:5]([C:6]([CH2:18][C:19]3[CH:24]=[CH:23][CH:22]=[C:21]([Cl:25])[CH:20]=3)([CH:12]3[CH2:17][CH2:16][CH2:15][NH:14][CH2:13]3)[C:7](=[O:11])[NH:8]2)=[CH:4][CH:3]=1.C(N(CC)CC)C.[Cl:33][C:34]1[CH:35]=[C:36]([N:40]=[C:41]=[O:42])[CH:37]=[CH:38][CH:39]=1. Product: [Cl:33][C:34]1[CH:35]=[C:36]([NH:40][C:41]([N:14]2[CH2:15][CH2:16][CH2:17][CH:12]([C:6]3([CH2:18][C:19]4[CH:24]=[CH:23][CH:22]=[C:21]([Cl:25])[CH:20]=4)[C:5]4[C:9](=[CH:10][C:2]([Cl:1])=[CH:3][CH:4]=4)[NH:8][C:7]3=[O:11])[CH2:13]2)=[O:42])[CH:37]=[CH:38][CH:39]=1. The catalyst class is: 4. (3) The catalyst class is: 21. Product: [Br:1][C:2]1[CH:7]=[CH:6][C:5]([O:8][CH3:13])=[C:4]([N+:9]([O-:11])=[O:10])[C:3]=1[CH3:12]. Reactant: [Br:1][C:2]1[CH:7]=[CH:6][C:5]([OH:8])=[C:4]([N+:9]([O-:11])=[O:10])[C:3]=1[CH3:12].[C:13]([O-])([O-])=O.[K+].[K+].IC. (4) Reactant: [Br:1][C:2]1[CH:10]=[CH:9][C:5]([C:6]([OH:8])=[O:7])=[CH:4][C:3]=1[F:11].[C:12]1(C)C=CC=CC=1. Product: [Br:1][C:2]1[CH:10]=[CH:9][C:5]([C:6]([O:8][CH3:12])=[O:7])=[CH:4][C:3]=1[F:11]. The catalyst class is: 5. (5) Reactant: [F:1][C:2]1[CH:7]=[CH:6][CH:5]=[C:4]([F:8])[C:3]=1[CH:9]([CH:16]([C:23]1[CH:28]=[CH:27][C:26]([F:29])=[CH:25][CH:24]=1)[C:17]#[C:18][Si](C)(C)C)[CH2:10][C:11]([O:13][CH2:14][CH3:15])=[O:12].C(=O)([O-])[O-].[K+].[K+]. Product: [F:1][C:2]1[CH:7]=[CH:6][CH:5]=[C:4]([F:8])[C:3]=1[CH:9]([CH:16]([C:23]1[CH:24]=[CH:25][C:26]([F:29])=[CH:27][CH:28]=1)[C:17]#[CH:18])[CH2:10][C:11]([O:13][CH2:14][CH3:15])=[O:12]. The catalyst class is: 8. (6) Reactant: [NH2:1][C:2]1[CH:3]=[C:4]([C:8]2[CH:13]=[CH:12][CH:11]=[C:10]([O:14][CH2:15][C@@H:16]([C:37]([O:39][CH3:40])=[O:38])[NH:17][C:18]([C:31]3[CH:36]=[CH:35][CH:34]=[CH:33][CH:32]=3)([C:25]3[CH:30]=[CH:29][CH:28]=[CH:27][CH:26]=3)[C:19]3[CH:24]=[CH:23][CH:22]=[CH:21][CH:20]=3)[CH:9]=2)[CH:5]=[CH:6][CH:7]=1.[CH2:41]([N:44]=[C:45]=[O:46])[CH2:42][CH3:43].N12CCN(CC1)CC2. Product: [C:25]1([C:18]([C:19]2[CH:24]=[CH:23][CH:22]=[CH:21][CH:20]=2)([C:31]2[CH:32]=[CH:33][CH:34]=[CH:35][CH:36]=2)[NH:17][C@H:16]([C:37]([O:39][CH3:40])=[O:38])[CH2:15][O:14][C:10]2[CH:9]=[C:8]([C:4]3[CH:5]=[CH:6][CH:7]=[C:2]([NH:1][C:45]([NH:44][CH2:41][CH2:42][CH3:43])=[O:46])[CH:3]=3)[CH:13]=[CH:12][CH:11]=2)[CH:26]=[CH:27][CH:28]=[CH:29][CH:30]=1. The catalyst class is: 11.